Dataset: Full USPTO retrosynthesis dataset with 1.9M reactions from patents (1976-2016). Task: Predict the reactants needed to synthesize the given product. (1) Given the product [CH3:40][N:4]1[C:5](=[O:39])[C:6]([C:7]2[C:15]3[C:10](=[CH:11][CH:12]=[CH:13][CH:14]=3)[NH:9][C:8]=2[CH2:16][CH2:17][CH2:18][CH2:19][CH2:20][C:21]2[NH:22][C:23]3[C:28]([C:29]=2[C:30]2[C:31](=[O:38])[N:32]([CH3:37])[C:33](=[O:36])[C:34]=2[N:42]2[CH2:46][CH2:45][CH2:44][CH2:43]2)=[CH:27][CH:26]=[CH:25][CH:24]=3)=[C:2]([N:4]2[CH2:5][CH2:6][CH2:2][CH2:3]2)[C:3]1=[O:41], predict the reactants needed to synthesize it. The reactants are: Br[C:2]1[C:3](=[O:41])[N:4]([CH3:40])[C:5](=[O:39])[C:6]=1[C:7]1[C:15]2[C:10](=[CH:11][CH:12]=[CH:13][CH:14]=2)[NH:9][C:8]=1[CH2:16][CH2:17][CH2:18][CH2:19][CH2:20][C:21]1[NH:22][C:23]2[C:28]([C:29]=1[C:30]1[C:31](=[O:38])[N:32]([CH3:37])[C:33](=[O:36])[C:34]=1Br)=[CH:27][CH:26]=[CH:25][CH:24]=2.[NH:42]1[CH2:46][CH2:45][CH2:44][CH2:43]1. (2) Given the product [N:3]1([C:1]([O:13][C:14]([C:15]#[N:16])([CH3:18])[CH3:17])=[O:2])[CH:7]=[CH:6][N:5]=[CH:4]1, predict the reactants needed to synthesize it. The reactants are: [C:1](N1C=CN=C1)([N:3]1[CH:7]=[CH:6][N:5]=[CH:4]1)=[O:2].[OH:13][C:14]([CH3:18])([CH3:17])[C:15]#[N:16].O. (3) Given the product [C:13]([O:17][C:18]([C:7]1([C:2]2[CH:3]=[CH:4][CH:5]=[CH:6][N:1]=2)[CH2:12][CH2:11][NH:10][CH2:9][CH2:8]1)=[O:19])([CH3:16])([CH3:15])[CH3:14], predict the reactants needed to synthesize it. The reactants are: [N:1]1[CH:6]=[CH:5][CH:4]=[CH:3][C:2]=1[CH:7]1[CH2:12][CH2:11][NH:10][CH2:9][CH2:8]1.[C:13]([O:17][C:18](O[C:18]([O:17][C:13]([CH3:16])([CH3:15])[CH3:14])=[O:19])=[O:19])([CH3:16])([CH3:15])[CH3:14].C(=O)(O)[O-].[Na+]. (4) Given the product [F:1][C:2]1[C:14]([NH:15][CH2:16][C:17]2[CH:22]=[C:21]([C:23]3[CH:28]=[CH:27][CH:26]=[C:25]([F:29])[CH:24]=3)[CH:20]=[C:19]([CH3:30])[C:18]=2[CH3:31])=[C:13]([F:32])[CH:12]=[CH:11][C:3]=1[O:4][CH2:5][C:6]([OH:8])=[O:7], predict the reactants needed to synthesize it. The reactants are: [F:1][C:2]1[C:14]([NH:15][CH2:16][C:17]2[CH:22]=[C:21]([C:23]3[CH:28]=[CH:27][CH:26]=[C:25]([F:29])[CH:24]=3)[CH:20]=[C:19]([CH3:30])[C:18]=2[CH3:31])=[C:13]([F:32])[CH:12]=[CH:11][C:3]=1[O:4][CH2:5][C:6]([O:8]CC)=[O:7].[OH-].[Na+]. (5) Given the product [CH3:1][N:2]1[C:6]2[CH:7]=[CH:8][C:9]([C:11]([N:29]3[CH2:33][CH2:32][CH2:31][CH2:30]3)=[O:13])=[CH:10][C:5]=2[N:4]=[C:3]1[NH:14][C:15]1[S:16][C:17]2[CH:23]=[C:22]([O:24][C:25]([F:27])([F:28])[F:26])[CH:21]=[CH:20][C:18]=2[N:19]=1, predict the reactants needed to synthesize it. The reactants are: [CH3:1][N:2]1[C:6]2[CH:7]=[CH:8][C:9]([C:11]([OH:13])=O)=[CH:10][C:5]=2[N:4]=[C:3]1[NH:14][C:15]1[S:16][C:17]2[CH:23]=[C:22]([O:24][C:25]([F:28])([F:27])[F:26])[CH:21]=[CH:20][C:18]=2[N:19]=1.[NH:29]1[CH2:33][CH2:32][CH2:31][CH2:30]1.C1C=CC(P(N=[N+]=[N-])(C2C=CC=CC=2)=O)=CC=1.CCN(C(C)C)C(C)C. (6) Given the product [Cl:37][C:24]1[C:23]([C:8]2[CH:7]=[C:6]3[C:11](=[CH:10][CH:9]=2)[N:2]([CH3:1])[C:3](=[O:21])[CH2:4][CH2:5]3)=[CH:28][N:27]=[CH:26][C:25]=1[CH2:29][NH:30][S@@:31]([C:33]([CH3:36])([CH3:35])[CH3:34])=[O:32], predict the reactants needed to synthesize it. The reactants are: [CH3:1][N:2]1[C:11]2[C:6](=[CH:7][C:8](B3OC(C)(C)C(C)(C)O3)=[CH:9][CH:10]=2)[CH2:5][CH2:4][C:3]1=[O:21].Br[C:23]1[C:24]([Cl:37])=[C:25]([CH2:29][NH:30][S@@:31]([C:33]([CH3:36])([CH3:35])[CH3:34])=[O:32])[CH:26]=[N:27][CH:28]=1. (7) The reactants are: [CH2:1]1[C:3]2([CH2:8][C:7](=[O:9])[O:6][C:5](=[O:10])[CH2:4]2)[CH2:2]1.[CH3:11][OH:12]. Given the product [CH3:11][O:12][C:7]([CH2:8][C:3]1([CH2:4][C:5]([OH:10])=[O:6])[CH2:1][CH2:2]1)=[O:9], predict the reactants needed to synthesize it.